The task is: Predict the reactants needed to synthesize the given product.. This data is from Full USPTO retrosynthesis dataset with 1.9M reactions from patents (1976-2016). (1) Given the product [F:1][C:2]1[CH:9]=[CH:8][C:7]([O:10][CH3:11])=[CH:6][C:3]=1[CH:4]1[C:16]2[NH:17][C:18]3[C:23]([C:15]=2[CH2:14][CH2:13][O:5]1)=[CH:22][CH:21]=[CH:20][CH:19]=3, predict the reactants needed to synthesize it. The reactants are: [F:1][C:2]1[CH:9]=[CH:8][C:7]([O:10][CH3:11])=[CH:6][C:3]=1[CH:4]=[O:5].O[CH2:13][CH2:14][C:15]1[C:23]2[C:18](=[CH:19][CH:20]=[CH:21][CH:22]=2)[NH:17][CH:16]=1.FC(F)(F)C(O)=O. (2) Given the product [CH2:1]([N:8]1[C:12]2[CH:13]=[CH:14][C:15]3[N:16]([C:17]([CH3:20])=[N:18][N:19]=3)[C:11]=2[CH:10]=[C:9]1[C:21]1[CH:25]=[CH:24][N:23]([C:26]2([CH2:30][C:31]#[N:32])[CH2:29][N:28]([S:34]([CH3:33])(=[O:36])=[O:35])[CH2:27]2)[N:22]=1)[C:2]1[CH:7]=[CH:6][CH:5]=[CH:4][CH:3]=1, predict the reactants needed to synthesize it. The reactants are: [CH2:1]([N:8]1[C:12]2[CH:13]=[CH:14][C:15]3[N:16]([C:17]([CH3:20])=[N:18][N:19]=3)[C:11]=2[CH:10]=[C:9]1[C:21]1[CH:25]=[CH:24][N:23]([C:26]2([CH2:30][C:31]#[N:32])[CH2:29][NH:28][CH2:27]2)[N:22]=1)[C:2]1[CH:7]=[CH:6][CH:5]=[CH:4][CH:3]=1.[CH3:33][S:34](Cl)(=[O:36])=[O:35].C(N(CC)CC)C. (3) Given the product [C:1]([C:3]1[CH:4]=[C:5]([C:10]2[S:14][C:13]([C:15]3[CH:24]=[CH:23][CH:22]=[C:21]4[C:16]=3[CH2:17][CH2:18][CH2:19][C@H:20]4[NH:25][C:26](=[O:32])[O:27][C:28]([CH3:31])([CH3:30])[CH3:29])=[N:12][N:11]=2)[CH:6]=[CH:7][C:8]=1[O:33][CH:35]([CH3:37])[CH3:36])#[N:2], predict the reactants needed to synthesize it. The reactants are: [C:1]([C:3]1[CH:4]=[C:5]([C:10]2[S:14][C:13]([C:15]3[CH:24]=[CH:23][CH:22]=[C:21]4[C:16]=3[CH2:17][CH2:18][CH2:19][C@H:20]4[NH:25][C:26](=[O:32])[O:27][C:28]([CH3:31])([CH3:30])[CH3:29])=[N:12][N:11]=2)[CH:6]=[CH:7][C:8]=1F)#[N:2].[O:33]([CH:35]([CH3:37])[CH3:36])[Na]. (4) Given the product [F:21][C:19]1[CH:20]=[CH:15][C:16]([S:22]([CH3:25])(=[O:24])=[O:23])=[C:17]([NH:10][CH:8]([C:6]2[CH:7]=[C:2]([F:1])[CH:3]=[C:4]([CH3:13])[C:5]=2[O:11][CH3:12])[CH3:9])[CH:18]=1, predict the reactants needed to synthesize it. The reactants are: [F:1][C:2]1[CH:3]=[C:4]([CH3:13])[C:5]([O:11][CH3:12])=[C:6]([CH:8]([NH2:10])[CH3:9])[CH:7]=1.F[C:15]1[CH:20]=[C:19]([F:21])[CH:18]=[CH:17][C:16]=1[S:22]([CH3:25])(=[O:24])=[O:23].C(N(C(C)C)CC)(C)C.ClCCl. (5) Given the product [OH:13][C:11]1[CH:12]=[C:3]([O:2][CH3:1])[CH:4]=[C:5]2[C:10]=1[C:9](=[O:15])[N:8]([C:16]1[CH:17]=[CH:18][C:19]([O:22][CH3:23])=[CH:20][CH:21]=1)[CH:7]=[CH:6]2, predict the reactants needed to synthesize it. The reactants are: [CH3:1][O:2][C:3]1[CH:4]=[C:5]2[C:10](=[C:11]([O:13]C)[CH:12]=1)[C:9](=[O:15])[N:8]([C:16]1[CH:21]=[CH:20][C:19]([O:22][CH3:23])=[CH:18][CH:17]=1)[CH:7]=[CH:6]2.[Li+].[Cl-]. (6) Given the product [ClH:17].[NH2:7][C:8]1[C:13]([CH:14]=[N:15][OH:16])=[CH:12][CH:11]=[C:10]([Cl:17])[N:9]=1, predict the reactants needed to synthesize it. The reactants are: C(OC(=O)[NH:7][C:8]1[C:13]([CH:14]=[N:15][OH:16])=[CH:12][CH:11]=[C:10]([Cl:17])[N:9]=1)(C)(C)C. (7) Given the product [CH2:1]([O:8][C:9]1[CH:10]=[CH:11][C:12]([S:19]([CH:22]2[CH2:27][CH2:26][N:25]([CH2:33][C:32]3[CH:35]=[CH:36][C:29]([F:28])=[CH:30][CH:31]=3)[CH2:24][CH2:23]2)(=[O:21])=[O:20])=[C:13]2[C:18]=1[N:17]=[CH:16][CH:15]=[CH:14]2)[C:2]1[CH:3]=[CH:4][CH:5]=[CH:6][CH:7]=1, predict the reactants needed to synthesize it. The reactants are: [CH2:1]([O:8][C:9]1[CH:10]=[CH:11][C:12]([S:19]([CH:22]2[CH2:27][CH2:26][NH:25][CH2:24][CH2:23]2)(=[O:21])=[O:20])=[C:13]2[C:18]=1[N:17]=[CH:16][CH:15]=[CH:14]2)[C:2]1[CH:7]=[CH:6][CH:5]=[CH:4][CH:3]=1.[F:28][C:29]1[CH:36]=[CH:35][C:32]([CH:33]=O)=[CH:31][CH:30]=1.O([BH-](OC(C)=O)OC(C)=O)C(C)=O.[Na+].